This data is from Experimentally validated miRNA-target interactions with 360,000+ pairs, plus equal number of negative samples. The task is: Binary Classification. Given a miRNA mature sequence and a target amino acid sequence, predict their likelihood of interaction. (1) The miRNA is mmu-miR-1971 with sequence GUAAAGGCUGGGCUGAGA. The protein sequence of the target gene is MNSTLFSKVENHSIHYNASENSPLLAFENDDCHLPLAVIFTLALAYGAVIILGVSGNLALIIIILKQKEMRNVTNILIVNLSFSDLLVAVMCLPFTFVYTLMDHWVFGETMCKLNPFVQCVSITVSIFSLVLIAVERHQLIINPRGWRPNNRHAYIGITVIWVLAVASSLPFVIYQILTDEPFQNVSLAAFKDKYVCFDKFPSDSHRLSYTTLLLVLQYFGPLCFIFICYFKIYIRLKRRNNMMDKIRDSKYRSSETKRINIMLLSIVVAFAVCWLPLTIFNTVFDWNHQIIATCNHNLL.... Result: 0 (no interaction). (2) The miRNA is mmu-miR-3070-3p with sequence UGGUGCUACCGUCAGGGGUAGA. The protein sequence of the target gene is MADPEELQVSSPPPPPPSSPSSSDASAASSPGGPVSLGWPVPSRSSGPTVDQLEEVELQIGDAAFSLTKLLEATSAVSAQVEELAFKCTENARFLKTWRDLLKEGYDSLKPDD. Result: 0 (no interaction). (3) The miRNA is hsa-miR-376c-3p with sequence AACAUAGAGGAAAUUCCACGU. The protein sequence of the target gene is MSLVLNDLLICCRQLEHDRATERKKEVEKFKRLIRDPETIKHLDRHSDSKQGKYLNWDAVFRFLQKYIQKETECLRIAKPNVSASTQASRQKKMQEISSLVKYFIKCANRRAPRLKCQELLNYIMDTVKDSSNGAIYGADCSNILLKDILSVRKYWCEISQQQWLELFSVYFRLYLKPSQDVHRVLVARIIHAVTKGCCSQTDGLNSKFLDFFSKAIQCARQEKSSSGLNHILAALTIFLKTLAVNFRIRVCELGDEILPTLLYIWTQHRLNDSLKEVIIELFQLQIYIHHPKGAKTQEK.... Result: 1 (interaction). (4) The miRNA is bta-miR-155 with sequence UUAAUGCUAAUCGUGAUAGGGGU. The protein sequence of the target gene is MAWAPPGERLREDARCPVCLDFLQEPVSVDCGHSFCLRCISEFCEKSDGAQGGVYACPQCRGPFRPSGFRPNRQLAGLVESVRRLGLGAGPGARRCARHGEDLSRFCEEDEAALCWVCDAGPEHRTHRTAPLQEAAGSYQVKLQMALELMRKELEDALTQEANVGKKTVIWKEKVEMQRQRFRLEFEKHRGFLAQEEQRQLRRLEAEERATLQRLRESKSRLVQQSKALKELADELQERCQRPALGLLEGVRGVLSRSKAVTRLEAENIPMELKTACCIPGRRELLRKFQVDVKLDPATA.... Result: 0 (no interaction). (5) The miRNA is mmu-miR-544-3p with sequence AUUCUGCAUUUUUAGCAAGCUC. The protein sequence of the target gene is MNLPRAERPRSTPQRSLRDSDGEDGKIDVLGEEEDEDEVEDEEEEARQQFLEQSLQPGLQVARWGGVALPREHIEGGGGPSDPSEFGTKFRAPPRSAAASEDARQPAKPPYSYIALITMAILQNPHKRLTLSGICAFISGRFPYYRRKFPAWQNSIRHNLSLNDCFVKIPREPGHPGKGNYWSLDPASQDMFDNGSFLRRRKRFKRHQLTPGAHLPHPFPLPAAHAALHNPHPGPLLGAPAPPQPVPGAYPNTAPGRRPYALLHPHPLRYLLLSARVYAGAPKKAEGADLATPAPFPCCS.... Result: 0 (no interaction).